From a dataset of Reaction yield outcomes from USPTO patents with 853,638 reactions. Predict the reaction yield, written as a fraction of the theoretical maximum amount of product (1.0 means a 100% yield; for example, 0.34 means a 34% yield). (1) The product is [CH:18]1([C:16]([NH:15][C:13]2[N:14]=[C:9]3[CH:8]=[CH:7][C:6]([O:5][C:4]4[CH:3]=[C:2]([NH:1][C:30]([C:28]5[N:29]=[C:25]([CH3:24])[O:26][C:27]=5[CH3:33])=[O:31])[CH:23]=[CH:22][CH:21]=4)=[N:11][N:10]3[CH:12]=2)=[O:17])[CH2:20][CH2:19]1. The reactants are [NH2:1][C:2]1[CH:3]=[C:4]([CH:21]=[CH:22][CH:23]=1)[O:5][C:6]1[CH:7]=[CH:8][C:9]2[N:10]([CH:12]=[C:13]([NH:15][C:16]([CH:18]3[CH2:20][CH2:19]3)=[O:17])[N:14]=2)[N:11]=1.[CH3:24][C:25]1[O:26][C:27]([CH3:33])=[C:28]([C:30](Cl)=[O:31])[N:29]=1.C(OCC)(=O)C.O1CCCC1.C(=O)([O-])O.[Na+]. The yield is 0.760. The catalyst is CN(C)C(=O)C. (2) The reactants are [NH2:1][C@@H:2]([CH2:6][C:7]1[CH:12]=[CH:11][C:10]([C:13]([O:15][C:16](C)(C)C)=[O:14])=[CH:9][CH:8]=1)[C:3]([OH:5])=[O:4].S(Cl)(Cl)=O.[CH3:24]O. No catalyst specified. The product is [NH2:1][C@H:2]([C:3]([O:5][CH3:24])=[O:4])[CH2:6][C:7]1[CH:12]=[CH:11][C:10]([C:13]([O:15][CH3:16])=[O:14])=[CH:9][CH:8]=1. The yield is 0.950. (3) The reactants are [CH2:1]([C:5]1[N:6]=[C:7]([CH3:27])[NH:8][C:9](=[O:26])[C:10]=1[CH2:11][C:12]1[CH:17]=[CH:16][C:15]([C:18]2[C:19]([C:24]#[N:25])=[CH:20][CH:21]=[CH:22][CH:23]=2)=[CH:14][CH:13]=1)[CH2:2][CH2:3][CH3:4].C(=O)([O-])[O-].[K+].[K+].Br[CH2:35][C:36]1[CH:41]=[CH:40][C:39]([F:42])=[CH:38][C:37]=1[F:43].CN(C)C=O. The catalyst is C(OCC)(=O)C. The product is [CH2:1]([C:5]1[N:6]=[C:7]([CH3:27])[N:8]([CH2:35][C:36]2[CH:41]=[CH:40][C:39]([F:42])=[CH:38][C:37]=2[F:43])[C:9](=[O:26])[C:10]=1[CH2:11][C:12]1[CH:17]=[CH:16][C:15]([C:18]2[C:19]([C:24]#[N:25])=[CH:20][CH:21]=[CH:22][CH:23]=2)=[CH:14][CH:13]=1)[CH2:2][CH2:3][CH3:4]. The yield is 0.500. (4) The reactants are [NH2:1][C:2]1[C:3]2[C:10]([C:11]3[CH:16]=[CH:15][C:14]([O:17][C:18]4[CH:23]=[CH:22][CH:21]=[CH:20][CH:19]=4)=[CH:13][CH:12]=3)=[C:9](Br)[N:8]([C@@H:25]3[CH2:29][CH2:28][N:27]([C:30]([O:32][C:33]([CH3:36])([CH3:35])[CH3:34])=[O:31])[CH2:26]3)[C:4]=2[N:5]=[CH:6][N:7]=1.[C:37]([Cu])#[N:38].N#N. The catalyst is CN(C=O)C. The product is [NH2:1][C:2]1[C:3]2[C:10]([C:11]3[CH:16]=[CH:15][C:14]([O:17][C:18]4[CH:23]=[CH:22][CH:21]=[CH:20][CH:19]=4)=[CH:13][CH:12]=3)=[C:9]([C:37]#[N:38])[N:8]([C@@H:25]3[CH2:29][CH2:28][N:27]([C:30]([O:32][C:33]([CH3:36])([CH3:35])[CH3:34])=[O:31])[CH2:26]3)[C:4]=2[N:5]=[CH:6][N:7]=1. The yield is 0.650.